From a dataset of Reaction yield outcomes from USPTO patents with 853,638 reactions. Predict the reaction yield, written as a fraction of the theoretical maximum amount of product (1.0 means a 100% yield; for example, 0.34 means a 34% yield). The reactants are Cl[C:2]1[C:7]([N+:8]([O-:10])=[O:9])=[CH:6][CH:5]=[C:4]([Cl:11])[N:3]=1.C(N(CC)CC)C.[CH:19]1([C:25]2[S:26][CH:27]=[C:28]([C:30]3[CH:36]=[CH:35][C:33]([NH2:34])=[CH:32][CH:31]=3)[N:29]=2)[CH2:24][CH2:23][CH2:22][CH2:21][CH2:20]1. The catalyst is CO. The product is [CH:19]1([C:25]2[S:26][CH:27]=[C:28]([C:30]3[CH:31]=[CH:32][C:33]([NH:34][C:2]4[C:7]([N+:8]([O-:10])=[O:9])=[CH:6][CH:5]=[C:4]([Cl:11])[N:3]=4)=[CH:35][CH:36]=3)[N:29]=2)[CH2:20][CH2:21][CH2:22][CH2:23][CH2:24]1. The yield is 0.840.